This data is from Forward reaction prediction with 1.9M reactions from USPTO patents (1976-2016). The task is: Predict the product of the given reaction. Given the reactants [F:1][C:2]1[CH:7]=[C:6]([F:8])[CH:5]=[CH:4][C:3]=1[C:9]([OH:30])([CH2:24][N:25]1[CH:29]=[N:28][N:27]=[N:26]1)[C:10]([C:13]1[N:18]=[CH:17][C:16](/[CH:19]=[CH:20]\[C:21](=[O:23])[CH3:22])=[CH:15][CH:14]=1)([F:12])[F:11], predict the reaction product. The product is: [F:1][C:2]1[CH:7]=[C:6]([F:8])[CH:5]=[CH:4][C:3]=1[C:9]([OH:30])([CH2:24][N:25]1[CH:29]=[N:28][N:27]=[N:26]1)[C:10]([C:13]1[N:18]=[CH:17][C:16]([CH2:19][CH2:20][C:21](=[O:23])[CH3:22])=[CH:15][CH:14]=1)([F:11])[F:12].